From a dataset of TCR-epitope binding with 47,182 pairs between 192 epitopes and 23,139 TCRs. Binary Classification. Given a T-cell receptor sequence (or CDR3 region) and an epitope sequence, predict whether binding occurs between them. (1) The epitope is HTTDPSFLGRY. The TCR CDR3 sequence is CGRDWYGYTF. Result: 0 (the TCR does not bind to the epitope). (2) The epitope is TLVPQEHYV. The TCR CDR3 sequence is CASSQSTGLYEQYF. Result: 1 (the TCR binds to the epitope). (3) The epitope is LLDFVRFMGV. Result: 1 (the TCR binds to the epitope). The TCR CDR3 sequence is CASSRTGTSYEQYF. (4) The epitope is YYRRATRRIR. The TCR CDR3 sequence is CASSMRSSHEQYF. Result: 0 (the TCR does not bind to the epitope). (5) The epitope is VTEHDTLLY. The TCR CDR3 sequence is CASSLRRGPDTGELFF. Result: 1 (the TCR binds to the epitope). (6) The epitope is PKYVKQNTLKLAT. The TCR CDR3 sequence is CASAVRSPLHF. Result: 1 (the TCR binds to the epitope). (7) The epitope is GLIYNRMGAVTTEV. The TCR CDR3 sequence is CASSLVDREELFF. Result: 1 (the TCR binds to the epitope). (8) The epitope is FPRPWLHGL. The TCR CDR3 sequence is CASSLWAGPSNEQFF. Result: 1 (the TCR binds to the epitope).